From a dataset of Human liver microsome stability data. Regression/Classification. Given a drug SMILES string, predict its absorption, distribution, metabolism, or excretion properties. Task type varies by dataset: regression for continuous measurements (e.g., permeability, clearance, half-life) or binary classification for categorical outcomes (e.g., BBB penetration, CYP inhibition). Dataset: hlm. (1) The molecule is Cn1cc(CCN)c2c1C(=O)C1=NC=CS(=O)(=O)C1=C2O. The result is 0 (unstable in human liver microsomes). (2) The compound is Oc1ccc(Br)c2c1CNC(CN1CCC3(CCc4ccccc43)CC1)C2. The result is 1 (stable in human liver microsomes).